Dataset: Full USPTO retrosynthesis dataset with 1.9M reactions from patents (1976-2016). Task: Predict the reactants needed to synthesize the given product. (1) The reactants are: [OH:1][C@@H:2]1[C@@H:7]([C:8]2[CH:13]=[CH:12][C:11]([C:14]([O:16][CH3:17])=[O:15])=[CH:10][CH:9]=2)[C@H:6]([O:18][Si:19]([CH:26]([CH3:28])[CH3:27])([CH:23]([CH3:25])[CH3:24])[CH:20]([CH3:22])[CH3:21])[CH2:5][N:4]([C:29]([O:31][CH2:32][C:33]2[CH:38]=[CH:37][CH:36]=[CH:35][CH:34]=2)=[O:30])[CH2:3]1.Cl[CH2:40][C:41]1[CH:42]=[CH:43][C:44]2[O:49][CH2:48][C:47](=[O:50])[N:46]([CH2:51][CH2:52][CH2:53][O:54][CH3:55])[C:45]=2[CH:56]=1. Given the product [CH3:17][O:16][C:14]([C:11]1[CH:10]=[CH:9][C:8]([C@H:7]2[C@H:6]([O:18][Si:19]([CH:23]([CH3:25])[CH3:24])([CH:20]([CH3:21])[CH3:22])[CH:26]([CH3:27])[CH3:28])[CH2:5][N:4]([C:29]([O:31][CH2:32][C:33]3[CH:34]=[CH:35][CH:36]=[CH:37][CH:38]=3)=[O:30])[CH2:3][C@@H:2]2[O:1][CH2:40][C:41]2[CH:42]=[CH:43][C:44]3[O:49][CH2:48][C:47](=[O:50])[N:46]([CH2:51][CH2:52][CH2:53][O:54][CH3:55])[C:45]=3[CH:56]=2)=[CH:13][CH:12]=1)=[O:15], predict the reactants needed to synthesize it. (2) Given the product [F:41][C:19]1[CH:20]=[C:21]([NH:24][C:25]([C:27]2[C:28](=[O:40])[N:29]([C:33]3[CH:38]=[CH:37][C:36]([F:39])=[CH:35][CH:34]=3)[N:30]=[CH:31][CH:32]=2)=[O:26])[CH:22]=[CH:23][C:18]=1[O:17][C:16]1[CH:15]=[CH:14][N:13]=[C:12]2[N:8]([CH2:7][C:6]3[CH:43]=[CH:44][C:3]([O:2][CH3:1])=[CH:4][CH:5]=3)[N:9]=[C:10]([C:57]([O:49][CH3:48])=[O:58])[C:11]=12, predict the reactants needed to synthesize it. The reactants are: [CH3:1][O:2][C:3]1[CH:44]=[CH:43][C:6]([CH2:7][N:8]2[C:12]3=[N:13][CH:14]=[CH:15][C:16]([O:17][C:18]4[CH:23]=[CH:22][C:21]([NH:24][C:25]([C:27]5[C:28](=[O:40])[N:29]([C:33]6[CH:38]=[CH:37][C:36]([F:39])=[CH:35][CH:34]=6)[N:30]=[CH:31][CH:32]=5)=[O:26])=[CH:20][C:19]=4[F:41])=[C:11]3[C:10](I)=[N:9]2)=[CH:5][CH:4]=1.CN([CH:48]=[O:49])C.C(N(CC)CC)C.[CH3:57][OH:58].